From a dataset of CYP3A4 inhibition data for predicting drug metabolism from PubChem BioAssay. Regression/Classification. Given a drug SMILES string, predict its absorption, distribution, metabolism, or excretion properties. Task type varies by dataset: regression for continuous measurements (e.g., permeability, clearance, half-life) or binary classification for categorical outcomes (e.g., BBB penetration, CYP inhibition). Dataset: cyp3a4_veith. (1) The molecule is Clc1ccc(N2CCCCCC2)nn1. The result is 0 (non-inhibitor). (2) The compound is O=[N+]([O-])c1ccc(C2CCCC/C2=N/OCc2ccccc2F)c([N+](=O)[O-])c1. The result is 1 (inhibitor). (3) The compound is CCOC(=O)C(=Cc1ccc(F)cc1)C(=O)OCC. The result is 0 (non-inhibitor). (4) The molecule is COc1ccc(-c2nc3ccccc3c(=O)n2N)cc1. The result is 0 (non-inhibitor). (5) The molecule is CCOc1c2ccc(C(=O)NCCc3cccs3)cc2nn1CC. The result is 0 (non-inhibitor). (6) The molecule is CC1CCN(C(=O)Nc2ccc3nsnc3c2)CC1. The result is 0 (non-inhibitor).